Dataset: Full USPTO retrosynthesis dataset with 1.9M reactions from patents (1976-2016). Task: Predict the reactants needed to synthesize the given product. (1) The reactants are: Br[C:2]1[C:7]([N+:8]([O-:10])=[O:9])=[CH:6][C:5]([Cl:11])=[CH:4][N:3]=1.[F:12][C:13]1[CH:18]=[CH:17][CH:16]=[CH:15][C:14]=1[OH:19].C([O-])([O-])=O.[K+].[K+]. Given the product [Cl:11][C:5]1[CH:6]=[C:7]([N+:8]([O-:10])=[O:9])[C:2]([O:19][C:14]2[CH:15]=[CH:16][CH:17]=[CH:18][C:13]=2[F:12])=[N:3][CH:4]=1, predict the reactants needed to synthesize it. (2) Given the product [Br:31][C:3]1[C:4]2[CH:9]=[CH:8][CH:7]=[CH:6][C:5]=2[O:1][C:2]=1[C:10]1[CH:11]=[C:12]2[C:17](=[CH:18][CH:19]=1)[N:16]=[C:15]([C:20]([F:22])([F:21])[F:23])[CH:14]=[C:13]2[O:24][CH3:25], predict the reactants needed to synthesize it. The reactants are: [O:1]1[C:5]2[CH:6]=[CH:7][CH:8]=[CH:9][C:4]=2[CH:3]=[C:2]1[C:10]1[CH:11]=[C:12]2[C:17](=[CH:18][CH:19]=1)[N:16]=[C:15]([C:20]([F:23])([F:22])[F:21])[CH:14]=[C:13]2[O:24][CH3:25].CC([O-])=O.[K+].[Br:31]Br. (3) Given the product [O:23]=[C:19]1[CH:18]=[CH:17][C:16]2[C:21](=[CH:22][C:13]([O:12][C:1]([N:33]3[CH:34]4[CH2:37][CH2:38][N:30]([CH2:36][CH2:35]4)[CH2:31][CH2:32]3)=[O:2])=[CH:14][CH:15]=2)[O:20]1, predict the reactants needed to synthesize it. The reactants are: [C:1](Cl)(Cl)=[O:2].C1(C)C=CC=CC=1.[OH:12][C:13]1[CH:22]=[C:21]2[C:16]([CH:17]=[CH:18][C:19](=[O:23])[O:20]2)=[CH:15][CH:14]=1.N1C=CC=CC=1.[N:30]12[CH2:38][CH2:37][CH:34]([CH2:35][CH2:36]1)[NH:33][CH2:32][CH2:31]2.C[O-].[Na+]. (4) Given the product [Br:1][C:2]1[CH:3]=[C:4]2[CH:10]=[CH:9][N:8]([S:14]([CH3:13])(=[O:16])=[O:15])[C:5]2=[N:6][CH:7]=1, predict the reactants needed to synthesize it. The reactants are: [Br:1][C:2]1[CH:3]=[C:4]2[CH:10]=[CH:9][NH:8][C:5]2=[N:6][CH:7]=1.[H-].[Na+].[CH3:13][S:14](Cl)(=[O:16])=[O:15].O. (5) Given the product [CH3:33][N:32]([CH3:34])[C:30]([C:15]1[CH:16]=[C:17]2[C:22](=[C:13]([CH:11]([N:2]([CH3:1])[C:3]3[CH:8]=[CH:7][CH:6]=[CH:5][CH:4]=3)[CH3:12])[CH:14]=1)[O:21][C:20]([N:23]1[CH2:28][CH2:27][O:26][CH2:25][CH2:24]1)=[CH:19][C:18]2=[O:29])=[O:31], predict the reactants needed to synthesize it. The reactants are: [CH3:1][NH:2][C:3]1[CH:8]=[CH:7][CH:6]=[CH:5][CH:4]=1.Br.Br[CH:11]([C:13]1[CH:14]=[C:15]([C:30]([N:32]([CH3:34])[CH3:33])=[O:31])[CH:16]=[C:17]2[C:22]=1[O:21][C:20]([N:23]1[CH2:28][CH2:27][O:26][CH2:25][CH2:24]1)=[CH:19][C:18]2=[O:29])[CH3:12]. (6) Given the product [Cl:33][C:32]1[C:27]([N:10]([CH2:9][C:6]2[CH:7]=[N:8][C:3]([C:2]([F:1])([F:24])[F:25])=[CH:4][CH:5]=2)[S:11]([C:14]2[CH:23]=[CH:22][C:17]([C:18]([O:20][CH3:21])=[O:19])=[CH:16][CH:15]=2)(=[O:13])=[O:12])=[N:28][CH:29]=[C:30]([C:34]([F:36])([F:35])[F:37])[CH:31]=1, predict the reactants needed to synthesize it. The reactants are: [F:1][C:2]([F:25])([F:24])[C:3]1[N:8]=[CH:7][C:6]([CH2:9][NH:10][S:11]([C:14]2[CH:23]=[CH:22][C:17]([C:18]([O:20][CH3:21])=[O:19])=[CH:16][CH:15]=2)(=[O:13])=[O:12])=[CH:5][CH:4]=1.Cl[C:27]1[C:32]([Cl:33])=[CH:31][C:30]([C:34]([F:37])([F:36])[F:35])=[CH:29][N:28]=1.C([O-])([O-])=O.[Cs+].[Cs+]. (7) Given the product [CH:1]1([CH2:6][C@H:7]([CH2:24][C:25]([NH:26][OH:27])=[O:35])[C:8]([N:10]2[C@H:14]([C:15]([NH:17][C:18]3[CH:23]=[CH:22][CH:21]=[CH:20][CH:19]=3)=[O:16])[CH2:13][CH:12]=[N:11]2)=[O:9])[CH2:2][CH2:3][CH2:4][CH2:5]1, predict the reactants needed to synthesize it. The reactants are: [CH:1]1([CH2:6][C@H:7]([CH2:24][C:25](=[O:35])[NH:26][O:27]CC2C=CC=CC=2)[C:8]([N:10]2[C@H:14]([C:15]([NH:17][C:18]3[CH:23]=[CH:22][CH:21]=[CH:20][CH:19]=3)=[O:16])[CH2:13][CH:12]=[N:11]2)=[O:9])[CH2:5][CH2:4][CH2:3][CH2:2]1. (8) The reactants are: Cl.[C:2]([C:5]1[S:6][CH:7]=[C:8]([CH2:10][C:11]([O:13][CH3:14])=[O:12])[N:9]=1)(=[NH:4])[NH2:3].[Br:15][C:16]1[CH:23]=[C:22]([F:24])[CH:21]=[CH:20][C:17]=1[CH:18]=O.O=[C:26]([CH3:33])[CH2:27][C:28]([O:30][CH2:31][CH3:32])=[O:29]. Given the product [Br:15][C:16]1[CH:23]=[C:22]([F:24])[CH:21]=[CH:20][C:17]=1[CH:18]1[C:27]([C:28]([O:30][CH2:31][CH3:32])=[O:29])=[C:26]([CH3:33])[NH:3][C:2]([C:5]2[S:6][CH:7]=[C:8]([CH2:10][C:11]([O:13][CH3:14])=[O:12])[N:9]=2)=[N:4]1, predict the reactants needed to synthesize it.